This data is from Full USPTO retrosynthesis dataset with 1.9M reactions from patents (1976-2016). The task is: Predict the reactants needed to synthesize the given product. (1) Given the product [CH3:29][O:28][C:25]1[CH:26]=[C:27]2[C:22](=[CH:23][C:24]=1[O:30][CH3:31])[N:21]=[CH:20][N:19]=[C:18]2[O:14][C:12]1[C:11]([F:15])=[CH:10][C:9]([F:16])=[C:8]([CH:13]=1)[NH2:7], predict the reactants needed to synthesize it. The reactants are: C(=O)([O-])[O-].[Cs+].[Cs+].[NH2:7][C:8]1[C:9]([F:16])=[CH:10][C:11]([F:15])=[C:12]([OH:14])[CH:13]=1.Cl[C:18]1[C:27]2[C:22](=[CH:23][C:24]([O:30][CH3:31])=[C:25]([O:28][CH3:29])[CH:26]=2)[N:21]=[CH:20][N:19]=1.O. (2) Given the product [Cl:1][C:2]1[CH:8]=[C:7]2[C:5](=[CH:4][C:3]=1[OH:9])[O:6][CH:35]=[C:25]([C:22]1[CH:21]=[CH:20][C:19]([C:15]3[CH:16]=[CH:17][CH:18]=[C:13]([O:12][CH2:10][CH3:11])[CH:14]=3)=[CH:24][CH:23]=1)[C:26]2=[O:28], predict the reactants needed to synthesize it. The reactants are: [Cl:1][C:2]1[CH:8]=[CH:7][C:5]([OH:6])=[CH:4][C:3]=1[OH:9].[CH2:10]([O:12][C:13]1[CH:14]=[C:15]([C:19]2[CH:24]=[CH:23][C:22]([CH2:25][C:26]([OH:28])=O)=[CH:21][CH:20]=2)[CH:16]=[CH:17][CH:18]=1)[CH3:11].P(Cl)(Cl)(Cl)(Cl)Cl.[CH3:35]N(C=O)C. (3) Given the product [Br:13][C:14]1[C:15]2[N:16]([C:2](=[O:4])[NH:29][N:28]=2)[C:17]([CH3:27])=[CH:18][C:19]=1[C:20]1[CH:21]=[CH:22][C:23]([Cl:26])=[CH:24][CH:25]=1, predict the reactants needed to synthesize it. The reactants are: Cl[C:2](Cl)([O:4]C(=O)OC(Cl)(Cl)Cl)Cl.[Br:13][C:14]1[C:15]([NH:28][NH2:29])=[N:16][C:17]([CH3:27])=[CH:18][C:19]=1[C:20]1[CH:25]=[CH:24][C:23]([Cl:26])=[CH:22][CH:21]=1. (4) Given the product [CH3:9][O:8][C:5]1[C:4]([C:10]2[O:11][C:12]3[CH:18]=[CH:17][C:16]([C:19]4[O:20][C:21]5[CH:27]=[CH:26][CH:25]=[CH:24][C:22]=5[CH:23]=4)=[CH:15][C:13]=3[N:14]=2)=[CH:3][C:2]([N:1]2[C:37](=[O:38])[C:31]3[C:30](=[CH:29][CH:28]=[C:33]([C:34]([OH:36])=[O:35])[CH:32]=3)[C:40]2=[O:39])=[CH:7][CH:6]=1, predict the reactants needed to synthesize it. The reactants are: [NH2:1][C:2]1[CH:3]=[C:4]([C:10]2[O:11][C:12]3[CH:18]=[CH:17][C:16]([C:19]4[O:20][C:21]5[CH:27]=[CH:26][CH:25]=[CH:24][C:22]=5[CH:23]=4)=[CH:15][C:13]=3[N:14]=2)[C:5]([O:8][CH3:9])=[CH:6][CH:7]=1.[CH:28]1[C:33]([C:34]([OH:36])=[O:35])=[CH:32][C:31]2[C:37]([O:39][C:40](=O)[C:30]=2[CH:29]=1)=[O:38]. (5) The reactants are: [H-].[Na+].C(OP([CH2:11][C:12]#[N:13])(=O)OCC)C.[C:14]1([C:20]([C:38]2[CH:43]=[CH:42][CH:41]=[CH:40][CH:39]=2)([C:32]2[CH:37]=[CH:36][CH:35]=[CH:34][CH:33]=2)[O:21][CH2:22][CH2:23][N:24]2[C:28]([NH2:29])=[C:27]([CH:30]=O)[CH:26]=[N:25]2)[CH:19]=[CH:18][CH:17]=[CH:16][CH:15]=1. Given the product [C:12](/[CH:11]=[CH:30]/[C:27]1[CH:26]=[N:25][N:24]([CH2:23][CH2:22][O:21][C:20]([C:38]2[CH:43]=[CH:42][CH:41]=[CH:40][CH:39]=2)([C:14]2[CH:19]=[CH:18][CH:17]=[CH:16][CH:15]=2)[C:32]2[CH:33]=[CH:34][CH:35]=[CH:36][CH:37]=2)[C:28]=1[NH2:29])#[N:13], predict the reactants needed to synthesize it. (6) Given the product [ClH:53].[ClH:53].[F:1][C:2]1([C:8]2[CH:17]=[CH:16][CH:15]=[C:14]3[C:9]=2[CH:10]=[CH:11][CH:12]=[N:13]3)[CH2:3][CH2:4][N:5]([CH2:19][CH2:20][C:21]2[C:30]3[O:29][CH2:28][C:27]4=[C:31]([C:34]([O:36][CH2:37][CH3:38])=[O:35])[N:32]=[CH:33][N:26]4[C:25]=3[CH:24]=[CH:23][CH:22]=2)[CH2:6][CH2:7]1, predict the reactants needed to synthesize it. The reactants are: [F:1][C:2]1([C:8]2[CH:17]=[CH:16][CH:15]=[C:14]3[C:9]=2[CH:10]=[CH:11][CH:12]=[N:13]3)[CH2:7][CH2:6][NH:5][CH2:4][CH2:3]1.O=[CH:19][CH2:20][C:21]1[C:30]2[O:29][CH2:28][C:27]3=[C:31]([C:34]([O:36][CH2:37][CH3:38])=[O:35])[N:32]=[CH:33][N:26]3[C:25]=2[CH:24]=[CH:23][CH:22]=1.C(O[BH-](OC(=O)C)OC(=O)C)(=O)C.[Na+].[Cl:53]CCCl. (7) Given the product [CH2:1]([C:3]1[S:4][CH:5]=[C:6](/[CH:8]=[CH:29]/[C:28]2[C:24]([O:23][CH2:22][O:21][CH3:20])=[N:25][N:26]([C:31]3[CH:36]=[CH:35][CH:34]=[CH:33][C:32]=3[CH3:37])[CH:27]=2)[N:7]=1)[CH3:2], predict the reactants needed to synthesize it. The reactants are: [CH2:1]([C:3]1[S:4][C:5](C)=[C:6]([CH2:8]P(=O)(OCC)OCC)[N:7]=1)[CH3:2].[H-].[Na+].[CH3:20][O:21][CH2:22][O:23][C:24]1[C:28]([CH:29]=O)=[CH:27][N:26]([C:31]2[CH:36]=[CH:35][CH:34]=[CH:33][C:32]=2[CH3:37])[N:25]=1.O.